From a dataset of Forward reaction prediction with 1.9M reactions from USPTO patents (1976-2016). Predict the product of the given reaction. The product is: [CH2:1]([C:8]1[S:9][C:10]([C:13]2[CH:14]=[CH:15][C:16]([OH:19])=[CH:17][CH:18]=2)=[CH:11][CH:12]=1)[C:2]1[CH:3]=[CH:4][CH:5]=[CH:6][CH:7]=1. Given the reactants [CH2:1]([C:8]1[S:9][C:10]([C:13]2[CH:18]=[CH:17][C:16]([O:19]C)=[CH:15][CH:14]=2)=[CH:11][CH:12]=1)[C:2]1[CH:7]=[CH:6][CH:5]=[CH:4][CH:3]=1.B(Br)(Br)Br, predict the reaction product.